From a dataset of Forward reaction prediction with 1.9M reactions from USPTO patents (1976-2016). Predict the product of the given reaction. (1) Given the reactants [NH2:1][C:2]1[S:3][C:4]2[CH:10]=[C:9]([O:11][C:12]3[CH:13]=[C:14]([NH:18][C:19](=[O:31])[C:20]4[CH:25]=[CH:24][CH:23]=[C:22]([C:26]([C:29]#[N:30])([CH3:28])[CH3:27])[CH:21]=4)[CH:15]=[CH:16][CH:17]=3)[C:8]([F:32])=[CH:7][C:5]=2[N:6]=1.[CH:33]1([C:36](Cl)=[O:37])[CH2:35][CH2:34]1, predict the reaction product. The product is: [C:29]([C:26]([C:22]1[CH:21]=[C:20]([CH:25]=[CH:24][CH:23]=1)[C:19]([NH:18][C:14]1[CH:15]=[CH:16][CH:17]=[C:12]([O:11][C:9]2[C:8]([F:32])=[CH:7][C:5]3[N:6]=[C:2]([NH:1][C:36]([CH:33]4[CH2:35][CH2:34]4)=[O:37])[S:3][C:4]=3[CH:10]=2)[CH:13]=1)=[O:31])([CH3:28])[CH3:27])#[N:30]. (2) The product is: [CH3:1][C:2]1[O:3][C:4]2[C:10]([C:11]([OH:13])=[O:12])=[CH:9][CH:8]=[C:7](/[CH:15]=[CH:16]/[C:17](=[O:34])[NH:18][CH:19]([C:24]3[CH:29]=[CH:28][CH:27]=[C:26]([C:30]([F:32])([F:31])[F:33])[CH:25]=3)[C:20]([F:21])([F:22])[F:23])[C:5]=2[CH:6]=1. Given the reactants [CH3:1][C:2]1[O:3][C:4]2[C:10]([C:11]([O:13]C)=[O:12])=[CH:9][CH:8]=[C:7](/[CH:15]=[CH:16]/[C:17](=[O:34])[NH:18][CH:19]([C:24]3[CH:29]=[CH:28][CH:27]=[C:26]([C:30]([F:33])([F:32])[F:31])[CH:25]=3)[C:20]([F:23])([F:22])[F:21])[C:5]=2[CH:6]=1.[OH-].[Na+].Cl, predict the reaction product. (3) The product is: [C:1]([O:4][CH2:5][CH2:6][C:7]1[C:8]([NH:26][C:27]2[CH:31]=[C:30]([CH:32]3[CH2:34][CH2:33]3)[NH:29][N:28]=2)=[N:9][C:10]([C:13]2[S:14][C:15]([S:18](=[O:24])(=[O:25])[NH2:19])=[CH:16][CH:17]=2)=[N:11][CH:12]=1)(=[O:3])[CH3:2]. Given the reactants [C:1]([O:4][CH2:5][CH2:6][C:7]1[C:8]([NH:26][C:27]2[CH:31]=[C:30]([CH:32]3[CH2:34][CH2:33]3)[NH:29][N:28]=2)=[N:9][C:10]([C:13]2[S:14][C:15]([S:18](=[O:25])(=[O:24])[NH:19]C(C)(C)C)=[CH:16][CH:17]=2)=[N:11][CH:12]=1)(=[O:3])[CH3:2], predict the reaction product. (4) The product is: [OH:8][CH2:7][C:6]1[CH:11]=[CH:12][CH:13]=[C:4]([CH2:3][OH:2])[C:5]=1[Br:14]. Given the reactants C[O:2][C:3](=O)[C:4]1[CH:13]=[CH:12][CH:11]=[C:6]([C:7](OC)=[O:8])[C:5]=1[Br:14].[BH4-].[Na+], predict the reaction product. (5) Given the reactants [CH2:1]([N:8]1[CH2:12][CH2:11][CH:10]([OH:13])[CH2:9]1)[C:2]1[CH:7]=[CH:6][CH:5]=[CH:4][CH:3]=1.[CH3:14][C:15]1[N:24]([C:25]2[CH:30]=[CH:29][C:28](O)=[CH:27][CH:26]=2)[C:23](=[O:32])[C:22]2[C:17](=[CH:18][CH:19]=[CH:20][CH:21]=2)[N:16]=1, predict the reaction product. The product is: [CH2:1]([N:8]1[CH2:12][CH2:11][CH:10]([O:13][C:28]2[CH:27]=[CH:26][C:25]([N:24]3[C:23](=[O:32])[C:22]4[C:17](=[CH:18][CH:19]=[CH:20][CH:21]=4)[N:16]=[C:15]3[CH3:14])=[CH:30][CH:29]=2)[CH2:9]1)[C:2]1[CH:3]=[CH:4][CH:5]=[CH:6][CH:7]=1. (6) Given the reactants [CH3:1][C@@H:2]([CH2:6][CH2:7][CH:8]=[C:9]([CH3:11])[CH3:10])[CH2:3][CH:4]=[O:5].C=O.N1CCC[CH2:15]1.C(O)(=O)CC, predict the reaction product. The product is: [CH3:1][C@@H:2]([CH2:6][CH2:7][CH:8]=[C:9]([CH3:10])[CH3:11])[C:3](=[CH2:15])[CH:4]=[O:5]. (7) Given the reactants C[O:2][C:3](=[O:16])[CH2:4][C:5]1[CH:10]=[CH:9][C:8]([O:11][CH2:12][CH2:13][CH2:14][CH3:15])=[CH:7][CH:6]=1.[OH-].[Na+], predict the reaction product. The product is: [CH2:12]([O:11][C:8]1[CH:7]=[CH:6][C:5]([CH2:4][C:3]([OH:16])=[O:2])=[CH:10][CH:9]=1)[CH2:13][CH2:14][CH3:15].